Dataset: Forward reaction prediction with 1.9M reactions from USPTO patents (1976-2016). Task: Predict the product of the given reaction. (1) The product is: [Cl:1][C:2]1[CH:3]=[C:4]([CH2:8][C:9]([O:11][CH3:12])=[O:10])[CH:5]=[CH:6][C:7]=1[N+:13]([O-:15])=[O:14]. Given the reactants [Cl:1][C:2]1[CH:3]=[C:4]([CH2:8][C:9]([O:11][CH3:12])=[O:10])[CH:5]=[CH:6][CH:7]=1.[N+:13]([O-])([OH:15])=[O:14], predict the reaction product. (2) Given the reactants [C:1]1([S:7]([N:10]2[C:18]3[C:13](=[C:14]([CH2:19][N:20]4[CH2:25][CH2:24][N:23]([C:26]([O:28][C:29]([CH3:32])([CH3:31])[CH3:30])=[O:27])[CH:22]([C:33]([O:35]C)=[O:34])[CH2:21]4)[CH:15]=[CH:16][CH:17]=3)[CH:12]=[CH:11]2)(=[O:9])=[O:8])[CH:6]=[CH:5][CH:4]=[CH:3][CH:2]=1.C1COCC1, predict the reaction product. The product is: [C:29]([O:28][C:26]([N:23]1[CH2:24][CH2:25][N:20]([CH2:19][C:14]2[CH:15]=[CH:16][CH:17]=[C:18]3[C:13]=2[CH:12]=[CH:11][N:10]3[S:7]([C:1]2[CH:6]=[CH:5][CH:4]=[CH:3][CH:2]=2)(=[O:8])=[O:9])[CH2:21][CH:22]1[C:33]([OH:35])=[O:34])=[O:27])([CH3:32])([CH3:30])[CH3:31].